From a dataset of Reaction yield outcomes from USPTO patents with 853,638 reactions. Predict the reaction yield, written as a fraction of the theoretical maximum amount of product (1.0 means a 100% yield; for example, 0.34 means a 34% yield). (1) The reactants are F[C:2]1[CH:7]=[CH:6][C:5]([N+:8]([O-:10])=[O:9])=[CH:4][CH:3]=1.C(N(CC)CC)C.[NH:18]1[CH2:23][CH2:22][O:21][CH2:20][CH2:19]1. The catalyst is CC(O)C. The product is [N+:8]([C:5]1[CH:6]=[CH:7][C:2]([N:18]2[CH2:23][CH2:22][O:21][CH2:20][CH2:19]2)=[CH:3][CH:4]=1)([O-:10])=[O:9]. The yield is 0.980. (2) The reactants are [NH2:1][C:2]1[CH:43]=[CH:42][C:5]([C:6]([N:8]([CH2:34][C:35]([O:37][C:38]([CH3:41])([CH3:40])[CH3:39])=[O:36])[CH2:9][C:10]2[CH:15]=[CH:14][C:13]([C:16]3[O:20][N:19]=[C:18]([C:21]4[CH:26]=[CH:25][C:24]([C:27]5[CH:32]=[CH:31][C:30]([CH3:33])=[CH:29][CH:28]=5)=[CH:23][CH:22]=4)[N:17]=3)=[CH:12][CH:11]=2)=[O:7])=[CH:4][CH:3]=1.CO[C:46]1[CH:51]=[CH:50][CH:49]=[C:48]([O:52][CH3:53])[C:47]=1[CH2:54][C:55]([OH:57])=O.CN([C:61]([O:65]N1N=NC2C=CC=NC1=2)=[N+](C)C)C.F[P-](F)(F)(F)(F)F. The catalyst is CN(C=O)C.CN(C1C=CN=CC=1)C.CC(=O)OCC. The product is [CH3:53][O:52][C:48]1[CH:49]=[CH:50][C:51]([O:65][CH3:61])=[CH:46][C:47]=1[CH2:54][C:55]([NH:1][C:2]1[CH:43]=[CH:42][C:5]([C:6]([N:8]([CH2:34][C:35]([O:37][C:38]([CH3:39])([CH3:40])[CH3:41])=[O:36])[CH2:9][C:10]2[CH:11]=[CH:12][C:13]([C:16]3[O:20][N:19]=[C:18]([C:21]4[CH:26]=[CH:25][C:24]([C:27]5[CH:32]=[CH:31][C:30]([CH3:33])=[CH:29][CH:28]=5)=[CH:23][CH:22]=4)[N:17]=3)=[CH:14][CH:15]=2)=[O:7])=[CH:4][CH:3]=1)=[O:57]. The yield is 0.400. (3) The reactants are [F:1][C:2]([F:7])([F:6])[C:3]([OH:5])=[O:4].[Br:8][C:9]1[CH:10]=[C:11]([N:16]2C(=O)[O:19][N:18]=[C:17]2[C:22]2[C:23]([NH:27][C:28](=O)[C:29]3[CH:34]=[CH:33][C:32]([CH2:35][N:36]4[CH2:41][CH2:40][S:39](=[O:43])(=[O:42])[CH2:38][CH2:37]4)=[CH:31][CH:30]=3)=[N:24][O:25][N:26]=2)[CH:12]=[CH:13][C:14]=1[F:15].C1(C)C=CC=CC=1. The catalyst is O1CCCC1. The product is [F:1][C:2]([F:7])([F:6])[C:3]([OH:5])=[O:4].[Br:8][C:9]1[CH:10]=[C:11]([NH:16][C:17]([C:22]2[C:23]([NH:27][CH2:28][C:29]3[CH:30]=[CH:31][C:32]([CH2:35][N:36]4[CH2:37][CH2:38][S:39](=[O:42])(=[O:43])[CH2:40][CH2:41]4)=[CH:33][CH:34]=3)=[N:24][O:25][N:26]=2)=[N:18][OH:19])[CH:12]=[CH:13][C:14]=1[F:15]. The yield is 0.0500. (4) The yield is 0.490. The reactants are C(O)(=O)C.[CH:5]([NH2:7])=[NH:6].C[O-].[Na+].CO.[CH3:13][C:14]([CH3:23])([CH3:22])[CH2:15][C:16](=O)[C:17](OC)=[O:18]. The catalyst is O.C(O)(=O)C. The product is [OH:18][C:17]1[CH:16]=[C:15]([C:14]([CH3:23])([CH3:22])[CH3:13])[N:7]=[CH:5][N:6]=1.